This data is from Reaction yield outcomes from USPTO patents with 853,638 reactions. The task is: Predict the reaction yield, written as a fraction of the theoretical maximum amount of product (1.0 means a 100% yield; for example, 0.34 means a 34% yield). (1) The reactants are [Cl:1][C:2]1[C:7]([C:8]2[CH:13]=[CH:12][CH:11]=[CH:10][CH:9]=2)=[N:6][NH:5][C:4](=[O:14])[CH:3]=1.C([O-])([O-])=O.[K+].[K+].Br[CH2:22][C:23]1[CH:28]=[CH:27][C:26]([O:29][CH3:30])=[CH:25][CH:24]=1.O. The catalyst is CN(C=O)C. The product is [Cl:1][C:2]1[C:7]([C:8]2[CH:13]=[CH:12][CH:11]=[CH:10][CH:9]=2)=[N:6][N:5]([CH2:22][C:23]2[CH:28]=[CH:27][C:26]([O:29][CH3:30])=[CH:25][CH:24]=2)[C:4](=[O:14])[CH:3]=1. The yield is 0.810. (2) The reactants are [H-].[Na+].[CH3:3][N:4]1[CH2:8][CH2:7][CH2:6][C@H:5]1[CH2:9][OH:10].[CH:11]([CH:14]1[C:19]2[N:20]=[CH:21][NH:22][C:18]=2[CH2:17][CH2:16][N:15]1[C:23](OCC(Cl)(Cl)Cl)=[O:24])([CH3:13])[CH3:12]. The catalyst is C1COCC1. The product is [CH:11]([CH:14]1[C:19]2[N:20]=[CH:21][NH:22][C:18]=2[CH2:17][CH2:16][N:15]1[C:23]([O:10][CH2:9][C@@H:5]1[CH2:6][CH2:7][CH2:8][N:4]1[CH3:3])=[O:24])([CH3:13])[CH3:12]. The yield is 0.0420. (3) The reactants are Cl.[NH2:2][C@H:3]1[CH2:8][CH2:7][C@H:6]([OH:9])[CH2:5][CH2:4]1.[OH-].[Na+].[CH3:12][C:13]([O:16][C:17](O[C:17]([O:16][C:13]([CH3:15])([CH3:14])[CH3:12])=[O:18])=[O:18])([CH3:15])[CH3:14].Cl. The catalyst is O1CCOCC1. The product is [C:13]([O:16][C:17](=[O:18])[NH:2][C@H:3]1[CH2:8][CH2:7][C@H:6]([OH:9])[CH2:5][CH2:4]1)([CH3:15])([CH3:14])[CH3:12]. The yield is 1.00. (4) The product is [CH3:33][C:30]([O:29][C:27]([NH:26][C@@H:25]([CH2:24][CH2:23][C:22](=[O:21])[C:2]1[CH:7]=[CH:6][C:5]([O:8][CH2:9][C:10]2[CH:15]=[CH:14][CH:13]=[CH:12][CH:11]=2)=[CH:4][CH:3]=1)[C:34]([O:36][CH3:37])=[O:35])=[O:28])([CH3:31])[CH3:32]. The catalyst is C1COCC1. The yield is 0.320. The reactants are Br[C:2]1[CH:7]=[CH:6][C:5]([O:8][CH2:9][C:10]2[CH:15]=[CH:14][CH:13]=[CH:12][CH:11]=2)=[CH:4][CH:3]=1.C([Li])CCC.[O:21]=[C:22]1[N:26]([C:27]([O:29][C:30]([CH3:33])([CH3:32])[CH3:31])=[O:28])[C@H:25]([C:34]([O:36][CH3:37])=[O:35])[CH2:24][CH2:23]1. (5) The reactants are Cl[C:2]1[CH:7]=[C:6]([C:8]([F:11])([F:10])[F:9])[CH:5]=[C:4]([CH2:12][O:13][CH2:14][C:15]2([C:22]3[CH:27]=[CH:26][C:25]([F:28])=[CH:24][CH:23]=3)[CH2:20][CH2:19][N:18]([CH3:21])[CH2:17][CH2:16]2)[N:3]=1.[CH3:29]B1OB(C)OB(C)O1.[OH-].[K+].C(O)(C(F)(F)F)=O. The catalyst is O1CCCC1.C(OCC)(=O)C. The product is [F:28][C:25]1[CH:26]=[CH:27][C:22]([C:15]2([CH2:14][O:13][CH2:12][C:4]3[CH:5]=[C:6]([C:8]([F:11])([F:10])[F:9])[CH:7]=[C:2]([CH3:29])[N:3]=3)[CH2:20][CH2:19][N:18]([CH3:21])[CH2:17][CH2:16]2)=[CH:23][CH:24]=1. The yield is 0.397. (6) The reactants are [Cl:1][C:2]1[CH:20]=[C:19]([F:21])[CH:18]=[CH:17][C:3]=1[O:4][C:5]1[CH:12]=[CH:11][CH:10]=[C:9]([C:13]([F:16])([F:15])[F:14])[C:6]=1[CH:7]=[O:8].CC(=CC)C.P([O-])(O)(O)=[O:28].[Na+].Cl([O-])=O.[Na+].Cl. The catalyst is CC(O)(C)C.O.CC#N. The product is [Cl:1][C:2]1[CH:20]=[C:19]([F:21])[CH:18]=[CH:17][C:3]=1[O:4][C:5]1[CH:12]=[CH:11][CH:10]=[C:9]([C:13]([F:16])([F:15])[F:14])[C:6]=1[C:7]([OH:28])=[O:8]. The yield is 0.980. (7) The reactants are [C:1]1([CH3:17])[CH:6]=[CH:5][CH:4]=[C:3]([C:7]2[C:11]3[N:12]=[CH:13][NH:14][C:15](=[O:16])[C:10]=3[S:9][N:8]=2)[CH:2]=1.[Br:18]N1C(=O)CCC1=O.C(OOC(=O)C1C=CC=CC=1)(=O)C1C=CC=CC=1. The catalyst is C(Cl)(Cl)(Cl)Cl. The product is [Br:18][CH2:17][C:1]1[CH:2]=[C:3]([C:7]2[C:11]3[N:12]=[CH:13][NH:14][C:15](=[O:16])[C:10]=3[S:9][N:8]=2)[CH:4]=[CH:5][CH:6]=1. The yield is 0.520.